The task is: Predict the product of the given reaction.. This data is from Forward reaction prediction with 1.9M reactions from USPTO patents (1976-2016). Given the reactants [F:1][C:2]([F:11])([C:5]1[CH:10]=[CH:9][N:8]=[CH:7][CH:6]=1)[CH2:3][OH:4].N1C=CN=C1.[C:17]([Si:21]([CH3:24])([CH3:23])Cl)([CH3:20])([CH3:19])[CH3:18].O, predict the reaction product. The product is: [Si:21]([O:4][CH2:3][C:2]([C:5]1[CH:10]=[CH:9][N:8]=[CH:7][CH:6]=1)([F:1])[F:11])([C:17]([CH3:20])([CH3:19])[CH3:18])([CH3:24])[CH3:23].